The task is: Predict the product of the given reaction.. This data is from Forward reaction prediction with 1.9M reactions from USPTO patents (1976-2016). Given the reactants [N+:1]([C:4]1[CH:15]=[CH:14][C:7]([C:8]([NH:10][CH2:11][CH2:12][OH:13])=[O:9])=[CH:6][CH:5]=1)([O-])=O.[H][H], predict the reaction product. The product is: [NH2:1][C:4]1[CH:15]=[CH:14][C:7]([C:8]([NH:10][CH2:11][CH2:12][OH:13])=[O:9])=[CH:6][CH:5]=1.